From a dataset of Forward reaction prediction with 1.9M reactions from USPTO patents (1976-2016). Predict the product of the given reaction. Given the reactants F[C:2]1[CH:3]=[N:4][CH:5]=[CH:6][C:7]=1[C:8]1[S:9][C:10]2[C:15]([N:16]=1)=[CH:14][C:13]([C:17]([F:20])([F:19])[F:18])=[CH:12][N:11]=2.C(=O)([O-])[O-].[K+].[K+].[CH2:27]([OH:29])[CH3:28], predict the reaction product. The product is: [CH2:27]([O:29][C:2]1[CH:3]=[N:4][CH:5]=[CH:6][C:7]=1[C:8]1[S:9][C:10]2[C:15]([N:16]=1)=[CH:14][C:13]([C:17]([F:20])([F:19])[F:18])=[CH:12][N:11]=2)[CH3:28].